Dataset: Rat liver microsome stability data. Task: Regression/Classification. Given a drug SMILES string, predict its absorption, distribution, metabolism, or excretion properties. Task type varies by dataset: regression for continuous measurements (e.g., permeability, clearance, half-life) or binary classification for categorical outcomes (e.g., BBB penetration, CYP inhibition). Dataset: rlm. (1) The drug is Oc1ccc(C(=S)N2CCN(c3cccc(Cl)c3)CC2)cc1. The result is 1 (stable in rat liver microsomes). (2) The compound is FC(F)(F)Oc1ccc(-c2ccc3nnc(C(F)(F)F)n3c2)cc1. The result is 0 (unstable in rat liver microsomes). (3) The molecule is O=C(Nc1ccc2c(N3CCOCC3)ncnc2c1)c1cccc(Br)c1. The result is 1 (stable in rat liver microsomes). (4) The compound is O=C(c1ccccc1)N1CCC(C(=O)N2CCC(N3Cc4ccccc4C3=O)CC2)CC1. The result is 0 (unstable in rat liver microsomes). (5) The drug is COc1ccc(NC(=O)c2ccc[nH]2)cc1S(=O)(=O)Nc1ccc(Br)cc1. The result is 1 (stable in rat liver microsomes). (6) The drug is O=C(Cc1cccs1)NCc1nnc2ccc(-c3ccccc3)nn12. The result is 1 (stable in rat liver microsomes). (7) The result is 1 (stable in rat liver microsomes). The compound is O=C(Cn1ccn2nc3c(c2c1=O)CCCCC3)Nc1ccc2c(c1)OCO2. (8) The drug is Cc1c[nH]c2ncnc(-c3ccc(NC(=O)N(CCO)c4cccc(Cl)c4)cc3)c12. The result is 1 (stable in rat liver microsomes).